This data is from Forward reaction prediction with 1.9M reactions from USPTO patents (1976-2016). The task is: Predict the product of the given reaction. (1) Given the reactants [CH3:1][O-].[Na+].CO.[Br:6][C:7]1[CH:8]=[C:9]2[C:14](=[CH:15][CH:16]=1)[O:13][C:12]([C:17]1[CH:22]=[CH:21][C:20]([NH2:23])=[CH:19][CH:18]=1)=[CH:11][C:10]2=[O:24].C=O.[BH4-].[Na+], predict the reaction product. The product is: [Br:6][C:7]1[CH:8]=[C:9]2[C:14](=[CH:15][CH:16]=1)[O:13][C:12]([C:17]1[CH:22]=[CH:21][C:20]([NH:23][CH3:1])=[CH:19][CH:18]=1)=[CH:11][C:10]2=[O:24]. (2) Given the reactants Cl[C:2]1[CH:7]=[C:6]([N:8]([CH2:17][O:18][CH2:19][CH2:20][Si:21]([CH3:24])([CH3:23])[CH3:22])[CH2:9][O:10][CH2:11][CH2:12][Si:13]([CH3:16])([CH3:15])[CH3:14])[N:5]2[N:25]=[CH:26][CH:27]=[C:4]2[N:3]=1.B([O-])[O-].CC1(C)C(C)(C)OB([CH2:39][C:40]2[CH:45]=[CH:44][C:43]([CH2:46][C:47]([O:49][CH3:50])=[O:48])=[CH:42][CH:41]=2)O1.[O-]P([O-])([O-])=O.[K+].[K+].[K+], predict the reaction product. The product is: [CH3:14][Si:13]([CH3:16])([CH3:15])[CH2:12][CH2:11][O:10][CH2:9][N:8]([CH2:17][O:18][CH2:19][CH2:20][Si:21]([CH3:24])([CH3:23])[CH3:22])[C:6]1[N:5]2[N:25]=[CH:26][CH:27]=[C:4]2[N:3]=[C:2]([CH2:39][C:40]2[CH:41]=[CH:42][C:43]([CH2:46][C:47]([O:49][CH3:50])=[O:48])=[CH:44][CH:45]=2)[CH:7]=1.